This data is from Reaction yield outcomes from USPTO patents with 853,638 reactions. The task is: Predict the reaction yield, written as a fraction of the theoretical maximum amount of product (1.0 means a 100% yield; for example, 0.34 means a 34% yield). (1) The reactants are [CH3:1][C:2]1[C:6]2[C:7](=[O:19])[N:8]([CH2:11][CH2:12][N:13]3[CH2:18][CH2:17][CH2:16][CH2:15][CH2:14]3)[CH2:9][CH2:10][C:5]=2[NH:4][C:3]=1[CH:20]=O.[F:22][C:23]1[CH:24]=[C:25]2[C:29](=[C:30]([Br:32])[CH:31]=1)[NH:28][C:27](=[O:33])[CH2:26]2. No catalyst specified. The product is [Br:32][C:30]1[CH:31]=[C:23]([F:22])[CH:24]=[C:25]2[C:29]=1[NH:28][C:27](=[O:33])[C:26]2=[CH:20][C:3]1[NH:4][C:5]2[CH2:10][CH2:9][N:8]([CH2:11][CH2:12][N:13]3[CH2:14][CH2:15][CH2:16][CH2:17][CH2:18]3)[C:7](=[O:19])[C:6]=2[C:2]=1[CH3:1]. The yield is 0.870. (2) The reactants are [S:1]1[C:8]2[CH:7]=[C:6]([C:9]([OH:11])=O)[NH:5][C:4]=2[CH:3]=[CH:2]1.P(Cl)(Cl)(Cl)(Cl)[Cl:13]. The catalyst is C(Cl)(Cl)Cl. The product is [S:1]1[C:8]2[CH:7]=[C:6]([C:9]([Cl:13])=[O:11])[NH:5][C:4]=2[CH:3]=[CH:2]1. The yield is 1.00. (3) The reactants are Cl[C:2]1[N:11]=[C:10]([N:12]2[CH2:17][CH2:16][CH2:15][C@@H:14]([NH:18][C:19](=[O:25])[O:20][C:21]([CH3:24])([CH3:23])[CH3:22])[CH2:13]2)[C:9]2[CH2:8][CH2:7][CH2:6][CH2:5][C:4]=2[N:3]=1.[F:26][C:27]([F:37])([F:36])[C:28]1[CH:29]=[C:30]([NH2:35])[CH:31]=[C:32]([NH2:34])[CH:33]=1. No catalyst specified. The product is [NH2:34][C:32]1[CH:31]=[C:30]([NH:35][C:2]2[N:11]=[C:10]([N:12]3[CH2:17][CH2:16][CH2:15][C@@H:14]([NH:18][C:19](=[O:25])[O:20][C:21]([CH3:24])([CH3:22])[CH3:23])[CH2:13]3)[C:9]3[CH2:8][CH2:7][CH2:6][CH2:5][C:4]=3[N:3]=2)[CH:29]=[C:28]([C:27]([F:26])([F:36])[F:37])[CH:33]=1. The yield is 0.400. (4) The reactants are C([O:3][C:4]([C:6]1[N:7]([CH2:11][C:12]([NH2:21])([C:14]2[CH:19]=[CH:18][CH:17]=[C:16]([Br:20])[CH:15]=2)[CH3:13])[CH:8]=[CH:9][N:10]=1)=O)C. The catalyst is C(O)C. The product is [Br:20][C:16]1[CH:15]=[C:14]([C:12]2([CH3:13])[CH2:11][N:7]3[CH:8]=[CH:9][N:10]=[C:6]3[C:4](=[O:3])[NH:21]2)[CH:19]=[CH:18][CH:17]=1. The yield is 0.650. (5) The reactants are [CH3:1][C:2]1[CH:7]=[CH:6][C:5]([C:8]2[N:9]=[C:10]([C:21](O)=[O:22])[N:11]([CH3:20])[C:12]=2[C:13]2[CH:18]=[CH:17][C:16]([CH3:19])=[CH:15][CH:14]=2)=[CH:4][CH:3]=1.[NH2:24][N:25]1[CH2:30][CH2:29][CH2:28][CH2:27][CH2:26]1.N1CCCCC1.C1CN([P+](ON2N=NC3C=CC=CC2=3)(N2CCCC2)N2CCCC2)CC1.F[P-](F)(F)(F)(F)F.CCN(C(C)C)C(C)C. The catalyst is C(Cl)Cl.O. The product is [N:25]1([NH:24][C:21]([C:10]2[N:11]([CH3:20])[C:12]([C:13]3[CH:18]=[CH:17][C:16]([CH3:19])=[CH:15][CH:14]=3)=[C:8]([C:5]3[CH:6]=[CH:7][C:2]([CH3:1])=[CH:3][CH:4]=3)[N:9]=2)=[O:22])[CH2:30][CH2:29][CH2:28][CH2:27][CH2:26]1. The yield is 0.320. (6) The product is [Cl:23][C:24]1[CH:30]=[CH:29][C:27]([NH:28][C:10](=[O:12])[C:9]2[CH:13]=[C:5]([CH:6]=[CH:7][C:8]=2[N+:14]([O-:16])=[O:15])[C:3]([O:2][CH3:1])=[O:4])=[CH:26][CH:25]=1. The reactants are [CH3:1][O:2][C:3]([C:5]1[CH:6]=[CH:7][C:8]([N+:14]([O-:16])=[O:15])=[C:9]([CH:13]=1)[C:10]([OH:12])=O)=[O:4].C(Cl)(=O)C(Cl)=O.[Cl:23][C:24]1[CH:30]=[CH:29][C:27]([NH2:28])=[CH:26][CH:25]=1.C(N(CC)C(C)C)(C)C.[Cl-].[NH4+]. The catalyst is ClCCl.CN(C)C=O. The yield is 0.810. (7) The reactants are [CH3:1][O:2][C:3](=[O:16])/[CH:4]=[CH:5]/[C:6]1[S:10][C:9]2[CH:11]=[CH:12][CH:13]=[CH:14][C:8]=2[C:7]=1[Cl:15]. The catalyst is C1COCC1.C1C=CC(P(C2C=CC=CC=2)C2C=CC=CC=2)=CC=1.C1C=CC(P(C2C=CC=CC=2)C2C=CC=CC=2)=CC=1.C1C=CC(P(C2C=CC=CC=2)C2C=CC=CC=2)=CC=1.[Cl-].[Rh]. The product is [CH3:1][O:2][C:3](=[O:16])[CH2:4][CH2:5][C:6]1[S:10][C:9]2[CH:11]=[CH:12][CH:13]=[CH:14][C:8]=2[C:7]=1[Cl:15]. The yield is 0.990. (8) The reactants are [C:1]([C:9]1[CH:17]=[CH:16][C:12]([C:13]([OH:15])=O)=[CH:11][CH:10]=1)(=[O:8])[C:2]1[CH:7]=[CH:6][CH:5]=[CH:4][CH:3]=1.[CH2:18](N(CC)CC)C.Cl.CN(C)[CH2:28][CH2:29][CH2:30][N:31]=C=NCC.[CH2:37]1[CH2:41]OC[CH2:38]1. The catalyst is CN(C)C1C=CN=CC=1. The product is [CH3:18][C:37]1([CH3:38])[CH2:28][CH2:29][CH:30]([NH:31][C:13](=[O:15])[C:12]2[CH:11]=[CH:10][C:9]([C:1](=[O:8])[C:2]3[CH:3]=[CH:4][CH:5]=[CH:6][CH:7]=3)=[CH:17][CH:16]=2)[CH2:41]1. The yield is 0.610.